Dataset: Reaction yield outcomes from USPTO patents with 853,638 reactions. Task: Predict the reaction yield, written as a fraction of the theoretical maximum amount of product (1.0 means a 100% yield; for example, 0.34 means a 34% yield). The reactants are [Cl:1][C:2]1[CH:7]=[CH:6][C:5]([N:8]2[CH2:12][CH2:11][CH:10]([CH:13](OS(C)(=O)=O)[CH3:14])[CH2:9]2)=[C:4]([N+:20]([O-:22])=[O:21])[CH:3]=1.ClC1C=CC(N2CCC(C(OS(C3C=CC(C)=CC=3)(=O)=O)C)C2)=C([N+]([O-])=O)C=1.[N-:51]=[N+:52]=[N-:53].[Na+]. The catalyst is CN(C)C=O.O. The product is [N:51]([CH:13]([CH:10]1[CH2:11][CH2:12][N:8]([C:5]2[CH:6]=[CH:7][C:2]([Cl:1])=[CH:3][C:4]=2[N+:20]([O-:22])=[O:21])[CH2:9]1)[CH3:14])=[N+:52]=[N-:53]. The yield is 0.760.